From a dataset of Catalyst prediction with 721,799 reactions and 888 catalyst types from USPTO. Predict which catalyst facilitates the given reaction. (1) Reactant: [Br:1][C:2]1[CH:7]=[CH:6][C:5]([C:8]2[C:17](=O)[C:16]3[C:11](=[CH:12][C:13]([OH:19])=[CH:14][CH:15]=3)[O:10][CH:9]=2)=[CH:4][CH:3]=1.O.[NH2:21][NH2:22]. Product: [Br:1][C:2]1[CH:7]=[CH:6][C:5]([C:8]2[C:17]([C:16]3[CH:15]=[CH:14][C:13]([OH:19])=[CH:12][C:11]=3[OH:10])=[N:21][NH:22][CH:9]=2)=[CH:4][CH:3]=1. The catalyst class is: 8. (2) Reactant: [NH:1]1[CH2:6][CH2:5][CH:4]([C:7]2[NH:11][C:10]3[CH:12]=[CH:13][CH:14]=[CH:15][C:9]=3[N:8]=2)[CH2:3][CH2:2]1.[O:16]1[CH2:18][CH:17]1[CH2:19][N:20]1[C:28]2[CH2:27][CH2:26][N:25]([C:29](=[O:31])[CH3:30])[CH2:24][C:23]=2[C:22]([C:32]2[CH:37]=[CH:36][C:35]([C:38]([F:41])([F:40])[F:39])=[CH:34][CH:33]=2)=[N:21]1. Product: [NH:11]1[C:10]2[CH:12]=[CH:13][CH:14]=[CH:15][C:9]=2[N:8]=[C:7]1[CH:4]1[CH2:3][CH2:2][N:1]([CH2:18][CH:17]([OH:16])[CH2:19][N:20]2[C:28]3[CH2:27][CH2:26][N:25]([C:29](=[O:31])[CH3:30])[CH2:24][C:23]=3[C:22]([C:32]3[CH:37]=[CH:36][C:35]([C:38]([F:41])([F:40])[F:39])=[CH:34][CH:33]=3)=[N:21]2)[CH2:6][CH2:5]1. The catalyst class is: 14. (3) Reactant: [N+:1]([CH3:4])([O-:3])=[O:2].[N:5]1[CH:10]=[CH:9][CH:8]=[CH:7][C:6]=1[CH:11]=O.CS(Cl)(=O)=O.C(N(CC)CC)C. Product: [N+:1](/[CH:4]=[CH:11]/[C:6]1[CH:7]=[CH:8][CH:9]=[CH:10][N:5]=1)([O-:3])=[O:2]. The catalyst class is: 11.